This data is from Peptide-MHC class II binding affinity with 134,281 pairs from IEDB. The task is: Regression. Given a peptide amino acid sequence and an MHC pseudo amino acid sequence, predict their binding affinity value. This is MHC class II binding data. (1) The peptide sequence is ATSLDTMAQMNQAFR. The MHC is DRB1_0901 with pseudo-sequence DRB1_0901. The binding affinity (normalized) is 0.278. (2) The peptide sequence is WPQQQPFPQPQQPFC. The MHC is HLA-DPA10201-DPB10501 with pseudo-sequence HLA-DPA10201-DPB10501. The binding affinity (normalized) is 0.